From a dataset of Full USPTO retrosynthesis dataset with 1.9M reactions from patents (1976-2016). Predict the reactants needed to synthesize the given product. Given the product [Br:14][C:15]1[CH:20]=[CH:19][C:18]([S:21]([NH:1][C:2]2[CH:3]=[CH:4][C:5]([O:12][CH3:13])=[C:6]([NH:8][C:9](=[O:11])[CH3:10])[CH:7]=2)(=[O:23])=[O:22])=[CH:17][C:16]=1[F:25], predict the reactants needed to synthesize it. The reactants are: [NH2:1][C:2]1[CH:3]=[CH:4][C:5]([O:12][CH3:13])=[C:6]([NH:8][C:9](=[O:11])[CH3:10])[CH:7]=1.[Br:14][C:15]1[CH:20]=[CH:19][C:18]([S:21](Cl)(=[O:23])=[O:22])=[CH:17][C:16]=1[F:25].N1C=CC=CC=1.ClCCl.